This data is from Full USPTO retrosynthesis dataset with 1.9M reactions from patents (1976-2016). The task is: Predict the reactants needed to synthesize the given product. (1) Given the product [F:31][C:26]1[CH:27]=[CH:28][CH:29]=[CH:30][C:25]=1[C@H:20]1[C:19]2[CH:32]=[CH:33][CH:34]=[CH:35][C:18]=2[C:17]2[N:16]=[C:15]([NH:14][C:11]3[CH:12]=[CH:13][CH:8]=[C:9]([CH2:42][CH2:43][N:36]4[CH2:41][CH2:40][NH:39][CH2:38][CH2:37]4)[CH:10]=3)[N:24]=[CH:23][C:22]=2[CH2:21]1, predict the reactants needed to synthesize it. The reactants are: CS(OCC[C:8]1[CH:13]=[CH:12][C:11]([NH:14][C:15]2[N:24]=[CH:23][C:22]3[CH2:21][C@@H:20]([C:25]4[CH:30]=[CH:29][CH:28]=[CH:27][C:26]=4[F:31])[C:19]4[CH:32]=[CH:33][CH:34]=[CH:35][C:18]=4[C:17]=3[N:16]=2)=[CH:10][CH:9]=1)(=O)=O.[NH:36]1[CH2:41][CH2:40][NH:39][CH2:38][CH2:37]1.[CH2:42](N(CC)CC)[CH3:43]. (2) Given the product [F:31][C:2]1([F:1])[CH2:7][CH2:6][CH:5]([CH:8]([C:14]2[C:22]3[C:17](=[N:18][CH:19]=[C:20]([C:23]4[C:24]([CH3:29])=[N:25][O:26][C:27]=4[CH3:28])[CH:21]=3)[N:16]([CH3:30])[CH:15]=2)[CH2:9][CH2:10][CH2:11][CH3:12])[CH2:4][CH2:3]1, predict the reactants needed to synthesize it. The reactants are: [F:1][C:2]1([F:31])[CH2:7][CH2:6][CH:5]([C:8]([C:14]2[C:22]3[C:17](=[N:18][CH:19]=[C:20]([C:23]4[C:24]([CH3:29])=[N:25][O:26][C:27]=4[CH3:28])[CH:21]=3)[N:16]([CH3:30])[CH:15]=2)(O)[CH2:9][CH2:10][CH2:11][CH3:12])[CH2:4][CH2:3]1.C([SiH](CC)CC)C.FC(F)(F)C(O)=O.C(=O)([O-])[O-].[K+].[K+]. (3) Given the product [C:27]([C:2]1[CH:3]=[C:4]([C:23]([O:25][CH3:26])=[O:24])[C:5]2[O:9][C:8]([C:10]3[CH:15]=[CH:14][CH:13]=[CH:12][CH:11]=3)([C:16]3[CH:17]=[CH:18][CH:19]=[CH:20][CH:21]=3)[O:7][C:6]=2[CH:22]=1)#[N:28], predict the reactants needed to synthesize it. The reactants are: Br[C:2]1[CH:3]=[C:4]([C:23]([O:25][CH3:26])=[O:24])[C:5]2[O:9][C:8]([C:16]3[CH:21]=[CH:20][CH:19]=[CH:18][CH:17]=3)([C:10]3[CH:15]=[CH:14][CH:13]=[CH:12][CH:11]=3)[O:7][C:6]=2[CH:22]=1.[C-:27]#[N:28].[K+].C1OCCOCCOCCOCCOCCOC1.CCOC(C)=O. (4) Given the product [NH2:34][C@@H:33]([CH2:45][CH:46]([CH3:48])[CH3:47])[C:32]([NH:31][CH2:30][CH2:29][CH2:28][NH:27][C@@H:26]([C@H:25]([CH:3]1[C@@H:2]([OH:1])[C@@H:6]([OH:7])[C@H:5]([N:8]2[CH:13]=[CH:12][C:11](=[O:14])[N:10]([CH2:15][C:16]3[CH:21]=[CH:20][C:19]([O:22][CH3:23])=[CH:18][CH:17]=3)[C:9]2=[O:24])[O:4]1)[OH:57])[C:50]([O:52][C:53]([CH3:54])([CH3:56])[CH3:55])=[O:51])=[O:49], predict the reactants needed to synthesize it. The reactants are: [OH:1][C@H:2]1[C@@H:6]([OH:7])[C@H:5]([N:8]2[CH:13]=[CH:12][C:11](=[O:14])[N:10]([CH2:15][C:16]3[CH:21]=[CH:20][C:19]([O:22][CH3:23])=[CH:18][CH:17]=3)[C:9]2=[O:24])[O:4][CH:3]1[C@H:25]([OH:57])[C@@H:26]([C:50]([O:52][C:53]([CH3:56])([CH3:55])[CH3:54])=[O:51])[NH:27][CH2:28][CH2:29][CH2:30][NH:31][C:32](=[O:49])[C@H:33]([CH2:45][CH:46]([CH3:48])[CH3:47])[NH:34]C(=O)OCC1C=CC=CC=1. (5) Given the product [Cl:12][C:13]1[CH:18]=[CH:17][CH:16]=[C:15]([Cl:19])[C:14]=1[N:20]1[CH:31]=[CH:30][C:23]2[N:24]=[C:25]([NH:42][C:43]3[CH:44]=[CH:45][C:46]([O:47][CH2:48][CH2:49][N:50]([CH3:58])[C:51](=[O:57])[O:52][C:53]([CH3:55])([CH3:56])[CH3:54])=[CH:59][CH:60]=3)[N:26]=[CH:27][C:22]=2[C:21]1=[O:32], predict the reactants needed to synthesize it. The reactants are: C1C=C(Cl)C=C(C(OO)=O)C=1.[Cl:12][C:13]1[CH:18]=[CH:17][CH:16]=[C:15]([Cl:19])[C:14]=1[N:20]1[CH:31]=[CH:30][C:23]2[N:24]=[C:25](SC)[N:26]=[CH:27][C:22]=2[C:21]1=[O:32].CCN(C(C)C)C(C)C.[NH2:42][C:43]1[CH:60]=[CH:59][C:46]([O:47][CH2:48][CH2:49][N:50]([CH3:58])[C:51](=[O:57])[O:52][C:53]([CH3:56])([CH3:55])[CH3:54])=[CH:45][CH:44]=1.